Predict the product of the given reaction. From a dataset of Forward reaction prediction with 1.9M reactions from USPTO patents (1976-2016). (1) Given the reactants CCN(C(C)C)C(C)C.[Cl:10][C:11]1[CH:19]=[CH:18][C:17]([Cl:20])=[CH:16][C:12]=1[C:13]([OH:15])=O.CCN=C=NCCCN(C)C.C1C=CC2N(O)N=NC=2C=1.Cl.[O:43]=[C:44]([N:62]1[CH2:67][CH2:66][NH:65][CH2:64][CH2:63]1)[CH2:45][NH:46][C:47](=[O:61])[C:48]1[CH:53]=[CH:52][C:51]([O:54][C:55]2[CH:60]=[CH:59][CH:58]=[CH:57][CH:56]=2)=[CH:50][CH:49]=1, predict the reaction product. The product is: [Cl:10][C:11]1[CH:19]=[CH:18][C:17]([Cl:20])=[CH:16][C:12]=1[C:13]([N:65]1[CH2:66][CH2:67][N:62]([C:44](=[O:43])[CH2:45][NH:46][C:47](=[O:61])[C:48]2[CH:49]=[CH:50][C:51]([O:54][C:55]3[CH:56]=[CH:57][CH:58]=[CH:59][CH:60]=3)=[CH:52][CH:53]=2)[CH2:63][CH2:64]1)=[O:15]. (2) The product is: [Cl:1][C:2]1[CH:3]=[CH:4][C:5]([C@H:8]2[N:15]3[C:11]([S:12][C:13]([C:19]([N:21]4[CH:28]([CH3:29])[CH2:27][CH2:26][CH:22]4[C:23]([N:44]4[CH2:45][CH2:46][N:41]([CH3:40])[C@@H:42]([CH2:47][OH:48])[CH2:43]4)=[O:24])=[O:20])=[C:14]3[CH:16]([CH3:18])[CH3:17])=[N:10][C@:9]2([C:31]2[CH:32]=[CH:33][C:34]([Cl:37])=[CH:35][CH:36]=2)[CH3:30])=[CH:6][CH:7]=1. Given the reactants [Cl:1][C:2]1[CH:7]=[CH:6][C:5]([C@H:8]2[N:15]3[C:11]([S:12][C:13]([C:19]([N:21]4[C@H:28]([CH3:29])[CH2:27][CH2:26][C@H:22]4[C:23](O)=[O:24])=[O:20])=[C:14]3[CH:16]([CH3:18])[CH3:17])=[N:10][C@:9]2([C:31]2[CH:36]=[CH:35][C:34]([Cl:37])=[CH:33][CH:32]=2)[CH3:30])=[CH:4][CH:3]=1.Cl.Cl.[CH3:40][N:41]1[CH2:46][CH2:45][NH:44][CH2:43][C@@H:42]1[CH2:47][OH:48], predict the reaction product. (3) The product is: [NH2:45][C:41]1[CH:40]=[C:39]([N:46]2[CH2:47][CH2:48][N:49]([C:6]([NH:7][C@@H:8]3[CH2:14][CH2:13][CH2:12][CH2:11][N:10]([C:15]([NH:17][CH3:18])=[O:16])[C:9]3=[O:19])=[O:20])[CH2:50][CH2:51]2)[C:38]2[C:43](=[CH:44][C:35]([Cl:34])=[CH:36][CH:37]=2)[N:42]=1. Given the reactants CC(O[C:6](=[O:20])[NH:7][C@@H:8]1[CH2:14][CH2:13][CH2:12][CH2:11][N:10]([C:15]([NH:17][CH3:18])=[O:16])[C:9]1=[O:19])(C)C.C(O)(C(F)(F)F)=O.C([O-])([O-])=O.[K+].[K+].[Cl:34][C:35]1[CH:44]=[C:43]2[C:38]([C:39]([N:46]3[CH2:51][CH2:50][NH:49][CH2:48][CH2:47]3)=[CH:40][C:41]([NH2:45])=[N:42]2)=[CH:37][CH:36]=1, predict the reaction product. (4) Given the reactants F[C:2]1[CH:9]=[CH:8][C:5]([CH:6]=[O:7])=[CH:4][CH:3]=1.[CH3:10][CH:11]1[CH2:16][NH:15][CH2:14][CH2:13][NH:12]1.C([O-])([O-])=O.[K+].[K+], predict the reaction product. The product is: [CH3:10][CH:11]1[NH:12][CH2:13][CH2:14][N:15]([C:2]2[CH:9]=[CH:8][C:5]([CH:6]=[O:7])=[CH:4][CH:3]=2)[CH2:16]1. (5) Given the reactants [NH2:1][C:2]1[CH:15]=[CH:14][C:13]([O:16][CH3:17])=[CH:12][C:3]=1[C:4]([NH:6][C:7]([CH3:11])([C:9]#[CH:10])[CH3:8])=[O:5].ClCCCl.[F:22][C:23]([F:28])([F:27])[CH2:24][CH:25]=O.C(O[BH-](OC(=O)C)OC(=O)C)(=O)C.[Na+], predict the reaction product. The product is: [CH3:17][O:16][C:13]1[CH:14]=[CH:15][C:2]([NH:1][CH2:25][CH2:24][C:23]([F:28])([F:27])[F:22])=[C:3]([CH:12]=1)[C:4]([NH:6][C:7]([CH3:11])([C:9]#[CH:10])[CH3:8])=[O:5]. (6) Given the reactants [F:1][C:2]1[CH:7]=[CH:6][C:5]([C@H:8]([NH:30]C(=O)OC(C)(C)C)[C:9](=[O:29])[NH:10][C@@H:11]2[C:17](=[O:18])[NH:16][C:15]3[CH:19]=[CH:20][CH:21]=[CH:22][C:14]=3[O:13][C@@H:12]2[C:23]2[CH:28]=[CH:27][CH:26]=[CH:25][CH:24]=2)=[CH:4][CH:3]=1.FC(F)(F)C(O)=O, predict the reaction product. The product is: [NH2:30][C@@H:8]([C:5]1[CH:4]=[CH:3][C:2]([F:1])=[CH:7][CH:6]=1)[C:9]([NH:10][C@@H:11]1[C:17](=[O:18])[NH:16][C:15]2[CH:19]=[CH:20][CH:21]=[CH:22][C:14]=2[O:13][C@@H:12]1[C:23]1[CH:28]=[CH:27][CH:26]=[CH:25][CH:24]=1)=[O:29]. (7) Given the reactants [CH3:1][C:2]1([C:5]([OH:7])=O)[CH2:4][CH2:3]1.O=C1N(P(Cl)(N2CCOC2=O)=O)CCO1.C(N(CC)CC)C.[Br:30][C:31]1[C:32]([F:41])=[C:33]2[C:39]([NH2:40])=[CH:38][NH:37][C:34]2=[N:35][CH:36]=1.C([O-])([O-])=O.[Na+].[Na+], predict the reaction product. The product is: [Br:30][C:31]1[C:32]([F:41])=[C:33]2[C:39]([NH:40][C:5]([C:2]3([CH3:1])[CH2:4][CH2:3]3)=[O:7])=[CH:38][NH:37][C:34]2=[N:35][CH:36]=1. (8) Given the reactants [CH2:1]([O:8][C:9]1[C:10]([OH:27])=[C:11]([CH:23]=[C:24]([I:26])[N:25]=1)[C:12]([NH:14][CH2:15][C:16]1[CH:21]=[CH:20][C:19]([F:22])=[CH:18][CH:17]=1)=[O:13])[C:2]1[CH:7]=[CH:6][CH:5]=[CH:4][CH:3]=1.C([O-])([O-])=O.[K+].[K+].[CH2:34](Br)[C:35]1[CH:40]=[CH:39][CH:38]=[CH:37][CH:36]=1.Cl, predict the reaction product. The product is: [CH2:1]([O:8][C:9]1[C:10]([O:27][CH2:34][C:35]2[CH:40]=[CH:39][CH:38]=[CH:37][CH:36]=2)=[C:11]([CH:23]=[C:24]([I:26])[N:25]=1)[C:12]([NH:14][CH2:15][C:16]1[CH:21]=[CH:20][C:19]([F:22])=[CH:18][CH:17]=1)=[O:13])[C:2]1[CH:3]=[CH:4][CH:5]=[CH:6][CH:7]=1. (9) Given the reactants C(=O)([O-])[O-].[K+].[K+].[OH:7][C:8]1[CH:9]=[C:10]([CH:22]=[CH:23][CH:24]=1)[O:11][C:12]1[CH:13]=[C:14]([C:20]#[N:21])[CH:15]=[C:16]([CH:19]=1)[C:17]#[N:18].CN1C([O:31][S:32]([C:35]([F:38])([F:37])[F:36])(=O)=[O:33])=CC(C(F)(F)F)=N1, predict the reaction product. The product is: [F:36][C:35]([F:38])([F:37])[S:32]([O:7][C:8]1[CH:9]=[C:10]([CH:22]=[CH:23][CH:24]=1)[O:11][C:12]1[CH:19]=[C:16]([C:17]#[N:18])[CH:15]=[C:14]([CH:13]=1)[C:20]#[N:21])(=[O:33])=[O:31]. (10) Given the reactants [CH3:1]C(C)([O-])C.[K+].[CH3:7][C:8]([CH3:54])([CH3:53])[C:9]([O:11][CH2:12][N:13]1[C:21](=[O:22])[C:20]2[N:19]([C:23]3[CH:28]=[CH:27][CH:26]=[CH:25][C:24]=3[CH:29]=O)[C:18]([N:31]3[CH2:36][CH2:35][N:34]([C:37]([O:39][C:40]([CH3:43])([CH3:42])[CH3:41])=[O:38])[CH2:33][CH2:32]3)=[N:17][C:16]=2[N:15]([CH2:44][O:45][C:46](=[O:51])[C:47]([CH3:50])([CH3:49])[CH3:48])[C:14]1=[O:52])=[O:10], predict the reaction product. The product is: [CH3:53][C:8]([CH3:54])([CH3:7])[C:9]([O:11][CH2:12][N:13]1[C:21](=[O:22])[C:20]2[N:19]([C:23]3[CH:28]=[CH:27][CH:26]=[CH:25][C:24]=3[CH:29]=[CH2:1])[C:18]([N:31]3[CH2:36][CH2:35][N:34]([C:37]([O:39][C:40]([CH3:42])([CH3:43])[CH3:41])=[O:38])[CH2:33][CH2:32]3)=[N:17][C:16]=2[N:15]([CH2:44][O:45][C:46](=[O:51])[C:47]([CH3:49])([CH3:48])[CH3:50])[C:14]1=[O:52])=[O:10].